From a dataset of NCI-60 drug combinations with 297,098 pairs across 59 cell lines. Regression. Given two drug SMILES strings and cell line genomic features, predict the synergy score measuring deviation from expected non-interaction effect. (1) Drug 1: CNC(=O)C1=CC=CC=C1SC2=CC3=C(C=C2)C(=NN3)C=CC4=CC=CC=N4. Drug 2: C(CCl)NC(=O)N(CCCl)N=O. Cell line: T-47D. Synergy scores: CSS=-1.86, Synergy_ZIP=1.36, Synergy_Bliss=2.53, Synergy_Loewe=-1.09, Synergy_HSA=-0.592. (2) Drug 1: C1=NC(=NC(=O)N1C2C(C(C(O2)CO)O)O)N. Drug 2: C1=CC=C(C=C1)NC(=O)CCCCCCC(=O)NO. Cell line: A498. Synergy scores: CSS=22.5, Synergy_ZIP=-8.77, Synergy_Bliss=-6.01, Synergy_Loewe=-3.58, Synergy_HSA=-3.21. (3) Drug 1: C1CCC(CC1)NC(=O)N(CCCl)N=O. Drug 2: CN(CC1=CN=C2C(=N1)C(=NC(=N2)N)N)C3=CC=C(C=C3)C(=O)NC(CCC(=O)O)C(=O)O. Cell line: UACC-257. Synergy scores: CSS=-2.26, Synergy_ZIP=0.901, Synergy_Bliss=2.98, Synergy_Loewe=-10.6, Synergy_HSA=-2.40. (4) Drug 1: CC12CCC(CC1=CCC3C2CCC4(C3CC=C4C5=CN=CC=C5)C)O. Drug 2: CC(CN1CC(=O)NC(=O)C1)N2CC(=O)NC(=O)C2. Cell line: 786-0. Synergy scores: CSS=14.8, Synergy_ZIP=-0.536, Synergy_Bliss=3.73, Synergy_Loewe=1.78, Synergy_HSA=4.88. (5) Drug 1: CC1=C(C=C(C=C1)NC2=NC=CC(=N2)N(C)C3=CC4=NN(C(=C4C=C3)C)C)S(=O)(=O)N.Cl. Drug 2: CN(C(=O)NC(C=O)C(C(C(CO)O)O)O)N=O. Cell line: SW-620. Synergy scores: CSS=-1.50, Synergy_ZIP=1.56, Synergy_Bliss=-8.13, Synergy_Loewe=-17.1, Synergy_HSA=-17.6.